From a dataset of Full USPTO retrosynthesis dataset with 1.9M reactions from patents (1976-2016). Predict the reactants needed to synthesize the given product. The reactants are: [NH:1]1[C:9]2[C:4](=[CH:5][CH:6]=[CH:7][CH:8]=2)[C:3]([C@H:10]([CH3:30])[C@@H:11]([NH:15][C:16]([N:18]2[CH2:23][CH2:22][CH:21]([C:24]3[CH:29]=[CH:28][CH:27]=[CH:26][CH:25]=3)[CH2:20][CH2:19]2)=[O:17])[C:12](O)=[O:13])=[CH:2]1.Cl.Cl.[CH3:33][N:34]([CH2:36][C:37]1[CH:38]=[C:39]([CH:41]=[CH:42][CH:43]=1)[NH2:40])[CH3:35].CCN=C=NCCCN(C)C.C1C=CC2N(O)N=NC=2C=1.C(=O)([O-])[O-].[Na+].[Na+]. Given the product [CH3:35][N:34]([CH2:36][C:37]1[CH:38]=[C:39]([NH:40][C:12]([C@H:11]([NH:15][C:16]([N:18]2[CH2:19][CH2:20][CH:21]([C:24]3[CH:25]=[CH:26][CH:27]=[CH:28][CH:29]=3)[CH2:22][CH2:23]2)=[O:17])[C@H:10]([C:3]2[C:4]3[C:9](=[CH:8][CH:7]=[CH:6][CH:5]=3)[NH:1][CH:2]=2)[CH3:30])=[O:13])[CH:41]=[CH:42][CH:43]=1)[CH3:33], predict the reactants needed to synthesize it.